This data is from Forward reaction prediction with 1.9M reactions from USPTO patents (1976-2016). The task is: Predict the product of the given reaction. Given the reactants [Cl:1][C:2]1[CH:3]=[C:4]([NH:9][CH2:10][C:11]([N:13]2[CH2:18][CH2:17][CH2:16][C@H:15]([N:19]([CH2:39][CH3:40])[C:20]3[C:21]4[CH:28]=[CH:27][N:26](S(C5C=CC(C)=CC=5)(=O)=O)[C:22]=4[N:23]=[CH:24][N:25]=3)[CH2:14]2)=[O:12])[CH:5]=[C:6]([Cl:8])[CH:7]=1.C([O-])([O-])=O.[K+].[K+].CO, predict the reaction product. The product is: [Cl:8][C:6]1[CH:5]=[C:4]([NH:9][CH2:10][C:11]([N:13]2[CH2:18][CH2:17][CH2:16][C@H:15]([N:19]([CH2:39][CH3:40])[C:20]3[C:21]4[CH:28]=[CH:27][NH:26][C:22]=4[N:23]=[CH:24][N:25]=3)[CH2:14]2)=[O:12])[CH:3]=[C:2]([Cl:1])[CH:7]=1.